Dataset: Full USPTO retrosynthesis dataset with 1.9M reactions from patents (1976-2016). Task: Predict the reactants needed to synthesize the given product. (1) Given the product [NH:4]=[C:3]1[N:13]([C:5]([C:6]2[CH:7]=[CH:8][CH:9]=[CH:10][CH:11]=2)=[O:12])[C:14](=[O:15])[NH:1][CH2:2]1, predict the reactants needed to synthesize it. The reactants are: [NH2:1][CH2:2][C:3]#[N:4].[C:5]([N:13]=[C:14]=[O:15])(=[O:12])[C:6]1[CH:11]=[CH:10][CH:9]=[CH:8][CH:7]=1. (2) Given the product [C:42]([O:41][C:39]([N:36]1[CH2:35][CH2:34][CH:33]([CH2:32][CH2:31][C:30]([N:26]2[CH2:27][CH2:28][CH2:29][C@@H:24]([C:22](=[O:23])[NH:21][C@H:15]([C:11]3[CH:12]=[N:13][CH:14]=[C:9]([OH:8])[CH:10]=3)[CH2:16][C:17]([O:19][CH3:20])=[O:18])[CH2:25]2)=[O:46])[CH2:38][CH2:37]1)=[O:40])([CH3:45])([CH3:43])[CH3:44], predict the reactants needed to synthesize it. The reactants are: C([O:8][C:9]1[CH:10]=[C:11]([C@@H:15]([NH:21][C:22]([C@@H:24]2[CH2:29][CH2:28][CH2:27][N:26]([C:30](=[O:46])[CH2:31][CH2:32][CH:33]3[CH2:38][CH2:37][N:36]([C:39]([O:41][C:42]([CH3:45])([CH3:44])[CH3:43])=[O:40])[CH2:35][CH2:34]3)[CH2:25]2)=[O:23])[CH2:16][C:17]([O:19][CH3:20])=[O:18])[CH:12]=[N:13][CH:14]=1)C1C=CC=CC=1.CO. (3) Given the product [Cl:1][C:2]1[CH:3]=[CH:4][C:5]2[N:11]3[C:39]([CH:38]([F:47])[F:37])=[N:13][N:12]=[C:10]3[C@@H:9]([CH2:14][C:15]3[S:16][C:17]([CH2:20][CH2:21][C:22]([O:24][CH3:25])=[O:23])=[CH:18][N:19]=3)[S:8][C@H:7]([C:26]3[CH:31]=[CH:30][CH:29]=[C:28]([O:32][CH3:33])[C:27]=3[O:34][CH3:35])[C:6]=2[CH:36]=1, predict the reactants needed to synthesize it. The reactants are: [Cl:1][C:2]1[CH:3]=[CH:4][C:5]2[NH:11]/[C:10](=[N:12]\[NH2:13])/[C@@H:9]([CH2:14][C:15]3[S:16][C:17]([CH2:20][CH2:21][C:22]([O:24][CH3:25])=[O:23])=[CH:18][N:19]=3)[S:8][C@H:7]([C:26]3[CH:31]=[CH:30][CH:29]=[C:28]([O:32][CH3:33])[C:27]=3[O:34][CH3:35])[C:6]=2[CH:36]=1.[F:37][CH:38]([F:47])[C:39](O[C:39](=O)[CH:38]([F:47])[F:37])=O.FC(F)C(O)=O. (4) Given the product [NH:29]1[C:37]2[C:32](=[CH:33][CH:34]=[CH:35][CH:36]=2)[C:31](/[CH:38]=[C:8]2\[O:9][C:5]3[C:4](/[CH:13]=[CH:14]/[CH2:15][CH:16]4[CH2:21][CH2:20][N:19]([C:22]([O:24][C:25]([CH3:28])([CH3:27])[CH3:26])=[O:23])[CH2:18][CH2:17]4)=[C:3]([O:2][CH3:1])[CH:12]=[CH:11][C:6]=3[C:7]\2=[O:10])=[N:30]1, predict the reactants needed to synthesize it. The reactants are: [CH3:1][O:2][C:3]1[CH:12]=[CH:11][C:6]2[C:7](=[O:10])[CH2:8][O:9][C:5]=2[C:4]=1/[CH:13]=[CH:14]/[CH2:15][CH:16]1[CH2:21][CH2:20][N:19]([C:22]([O:24][C:25]([CH3:28])([CH3:27])[CH3:26])=[O:23])[CH2:18][CH2:17]1.[NH:29]1[C:37]2[C:32](=[CH:33][CH:34]=[CH:35][CH:36]=2)[C:31]([CH:38]=O)=[N:30]1.N1CCCCC1. (5) Given the product [CH2:15]([C:8]1[CH:7]=[CH:6][C:5]2[C:10](=[C:11]([F:12])[C:2]([F:1])=[CH:3][CH:4]=2)[C:9]=1[CH:13]=[O:14])[CH3:16], predict the reactants needed to synthesize it. The reactants are: [F:1][C:2]1[C:11]([F:12])=[C:10]2[C:5]([CH:6]=[CH:7][C:8]([CH:15]=[CH2:16])=[C:9]2[CH:13]=[O:14])=[CH:4][CH:3]=1.[H][H]. (6) Given the product [CH3:48][N:49]1[CH2:53][CH2:52][CH2:51][CH:50]1[CH2:54][O:1][C:2]1[CH:3]=[C:4]2[C:9](=[CH:10][CH:11]=1)[CH:8]=[C:7]([C:12]1[C:20]3[C:15](=[CH:16][CH:17]=[C:18]([C:21]#[N:22])[CH:19]=3)[N:14]([C@@H:23]3[CH2:28][CH2:27][CH2:26][CH2:25][O:24]3)[N:13]=1)[CH:6]=[CH:5]2, predict the reactants needed to synthesize it. The reactants are: [OH:1][C:2]1[CH:3]=[C:4]2[C:9](=[CH:10][CH:11]=1)[CH:8]=[C:7]([C:12]1[C:20]3[C:15](=[CH:16][CH:17]=[C:18]([C:21]#[N:22])[CH:19]=3)[N:14]([CH:23]3[CH2:28][CH2:27][CH2:26][CH2:25][O:24]3)[N:13]=1)[CH:6]=[CH:5]2.C1(P(C2C=CC=CC=2)C2C=CC=CC=2)C=CC=CC=1.[CH3:48][N:49]1[CH2:53][CH2:52][CH2:51][C@H:50]1[CH2:54]O.CC(OC(/N=N/C(OC(C)C)=O)=O)C. (7) Given the product [C:1]([NH:8][CH:9]([CH2:10][C:11]1[CH:12]=[CH:13][C:14]([C:17]#[N:18])=[CH:15][CH:16]=1)[C:19]([N:30]([O:29][CH3:25])[CH3:31])=[O:21])([O:3][C:4]([CH3:5])([CH3:6])[CH3:7])=[O:2], predict the reactants needed to synthesize it. The reactants are: [C:1]([NH:8][C@H:9]([C:19]([OH:21])=O)[CH2:10][C:11]1[CH:16]=[CH:15][C:14]([C:17]#[N:18])=[CH:13][CH:12]=1)([O:3][C:4]([CH3:7])([CH3:6])[CH3:5])=[O:2].CN([C:25]([O:29][N:30]1N=NC2C=CC=C[C:31]1=2)=[N+](C)C)C.[B-](F)(F)(F)F.CCN(C(C)C)C(C)C.Cl.CNOC. (8) Given the product [C:1]([C:5]1[NH:6][C:7]2[C:16]3[CH:21]=[CH:20][NH:19][C:18](=[O:22])[C:17]=3[C:15]3[C:10]([C:8]=2[N:9]=1)=[CH:11][N:12]=[CH:13][CH:14]=3)([CH3:4])([CH3:2])[CH3:3], predict the reactants needed to synthesize it. The reactants are: [C:1]([C:5]1[NH:6][C:7]([C:16]2[CH:21]=[CH:20][NH:19][C:18](=[O:22])[CH:17]=2)=[C:8]([C:10]2[CH:11]=[N:12][CH:13]=[CH:14][CH:15]=2)[N:9]=1)([CH3:4])([CH3:3])[CH3:2].CO.